This data is from Reaction yield outcomes from USPTO patents with 853,638 reactions. The task is: Predict the reaction yield, written as a fraction of the theoretical maximum amount of product (1.0 means a 100% yield; for example, 0.34 means a 34% yield). (1) The catalyst is CN(C=O)C.C(OCC)C.C1(C)C=CC(S([O-])(=O)=O)=CC=1.[NH+]1C=CC=CC=1. The yield is 0.650. The reactants are [OH:1][CH2:2][C:3]([NH:8][C:9](=[O:14])[C:10]([CH3:13])([CH3:12])[CH3:11])([CH2:6][OH:7])[CH2:4][OH:5].CO[C:17](OC)([CH3:19])[CH3:18].C(OCC)(=O)C. The product is [OH:1][CH2:2][C:3]1([NH:8][C:9](=[O:14])[C:10]([CH3:11])([CH3:13])[CH3:12])[CH2:6][O:7][C:17]([CH3:19])([CH3:18])[O:5][CH2:4]1. (2) The reactants are [CH2:1]([O:3][C:4](=[O:33])[C:5]([O:8][C:9]1[CH:14]=[CH:13][C:12]([O:15][CH2:16][CH2:17][CH:18]2[CH2:22][N:21]([CH2:23][C:24]3[CH:29]=[CH:28][C:27]([CH3:30])=[C:26]([CH3:31])[CH:25]=3)[C:20](=[O:32])[NH:19]2)=[CH:11][CH:10]=1)([CH3:7])[CH3:6])[CH3:2].[H-].[Na+].I[CH3:37]. The catalyst is CN(C=O)C. The product is [CH2:1]([O:3][C:4](=[O:33])[C:5]([O:8][C:9]1[CH:10]=[CH:11][C:12]([O:15][CH2:16][CH2:17][CH:18]2[CH2:22][N:21]([CH2:23][C:24]3[CH:29]=[CH:28][C:27]([CH3:30])=[C:26]([CH3:31])[CH:25]=3)[C:20](=[O:32])[N:19]2[CH3:37])=[CH:13][CH:14]=1)([CH3:6])[CH3:7])[CH3:2]. The yield is 0.740. (3) The reactants are [CH2:1]([N:8]1[CH2:13][C@H:12]([O:14][Si:15]([C:18]([CH3:21])([CH3:20])[CH3:19])([CH3:17])[CH3:16])[CH2:11][C@H:10]([O:22]C(=O)C2C=CC=CC=2)[CH2:9]1)[C:2]1[CH:7]=[CH:6][CH:5]=[CH:4][CH:3]=1. The catalyst is O1CCOCC1.[OH-].[Na+]. The product is [CH2:1]([N:8]1[CH2:13][C@H:12]([O:14][Si:15]([C:18]([CH3:20])([CH3:19])[CH3:21])([CH3:16])[CH3:17])[CH2:11][C@H:10]([OH:22])[CH2:9]1)[C:2]1[CH:3]=[CH:4][CH:5]=[CH:6][CH:7]=1. The yield is 0.170.